From a dataset of Catalyst prediction with 721,799 reactions and 888 catalyst types from USPTO. Predict which catalyst facilitates the given reaction. (1) Reactant: Br[C:2]1[S:3][C:4]2[C:10]([C:11]3[CH:16]=[CH:15][C:14]([Cl:17])=[CH:13][CH:12]=3)=[C:9]([C@H:18]([O:24][C:25]([CH3:28])([CH3:27])[CH3:26])[C:19]([O:21][CH2:22][CH3:23])=[O:20])[C:8]([CH3:29])=[CH:7][C:5]=2[N:6]=1.[CH3:30][C:31]1[N:35]([C@@H:36]2[CH2:40][CH2:39][N:38]([C:41]([O:43][C:44]([CH3:47])([CH3:46])[CH3:45])=[O:42])[CH2:37]2)[C:34]2[CH:48]=[C:49](B3OC(C)(C)C(C)(C)O3)[CH:50]=[CH:51][C:33]=2[N:32]=1.C([O-])([O-])=O.[K+].[K+]. Product: [C:25]([O:24][C@@H:18]([C:9]1[C:8]([CH3:29])=[CH:7][C:5]2[N:6]=[C:2]([C:49]3[CH:50]=[CH:51][C:33]4[N:32]=[C:31]([CH3:30])[N:35]([C@@H:36]5[CH2:40][CH2:39][N:38]([C:41]([O:43][C:44]([CH3:46])([CH3:45])[CH3:47])=[O:42])[CH2:37]5)[C:34]=4[CH:48]=3)[S:3][C:4]=2[C:10]=1[C:11]1[CH:16]=[CH:15][C:14]([Cl:17])=[CH:13][CH:12]=1)[C:19]([O:21][CH2:22][CH3:23])=[O:20])([CH3:28])([CH3:27])[CH3:26]. The catalyst class is: 518. (2) Reactant: [Cl:1][CH2:2][C:3]#[C:4][CH2:5][OH:6].[O:7]1[CH:12]=[CH:11][CH2:10][CH2:9][CH2:8]1.C1(C)C=CC(S([O-])(=O)=O)=CC=1.[NH+]1C=CC=CC=1. Product: [Cl:1][CH2:2][C:3]#[C:4][CH2:5][O:6][CH:8]1[CH2:9][CH2:10][CH2:11][CH2:12][O:7]1. The catalyst class is: 46. (3) Reactant: [H-].[Na+].[CH2:3]([OH:8])[C:4]#[C:5][CH2:6][CH3:7].[Cl:9][C:10]1[C:15]([F:16])=[C:14](Cl)[N:13]=[CH:12][N:11]=1.[Cl-].[NH4+]. Product: [Cl:9][C:10]1[C:15]([F:16])=[C:14]([O:8][CH2:3][C:4]#[C:5][CH2:6][CH3:7])[N:13]=[CH:12][N:11]=1. The catalyst class is: 7. (4) Reactant: [OH:1][NH:2][C:3]([C:5]1[CH:10]=[CH:9][C:8]([NH:11][C:12](=[O:29])[CH2:13][CH2:14][CH2:15][C:16]([NH:18][C:19]2[CH:24]=[CH:23][C:22]([C:25](=[NH:28])[NH:26][OH:27])=[CH:21][CH:20]=2)=[O:17])=[CH:7][CH:6]=1)=[NH:4].[C:30](O[C:30](=O)[CH2:31][CH2:32][CH2:33][CH2:34][CH3:35])(=O)[CH2:31][CH2:32][CH2:33][CH2:34][CH3:35].C(=O)(O)[O-].[Na+]. Product: [CH2:10]([C:9]1[O:27][N:26]=[C:25]([C:22]2[CH:21]=[CH:20][C:19]([NH:18][C:16](=[O:17])[CH2:15][CH2:14][CH2:13][C:12]([NH:11][C:8]3[CH:7]=[CH:6][C:5]([C:3]4[N:4]=[C:35]([CH2:34][CH2:33][CH2:32][CH2:31][CH3:30])[O:1][N:2]=4)=[CH:10][CH:9]=3)=[O:29])=[CH:24][CH:23]=2)[N:28]=1)[CH2:5][CH2:6][CH2:7][CH3:8]. The catalyst class is: 58. (5) Reactant: [C:1]([O:5][C@@H:6]([C:12]1[C:33]([CH3:34])=[CH:32][C:15]2[N:16]=[C:17]([C:19]3[CH:20]=[C:21]4[C:25](=[CH:26][CH:27]=3)[N:24]([CH3:28])[C:23](=[O:29])[C:22]4([CH3:31])[CH3:30])[S:18][C:14]=2[C:13]=1[C:35]1[CH:40]=[CH:39][C:38]([Cl:41])=[CH:37][CH:36]=1)[C:7]([O:9]CC)=[O:8])([CH3:4])([CH3:3])[CH3:2].[OH-].[Na+].C1COCC1. Product: [C:1]([O:5][C@@H:6]([C:12]1[C:33]([CH3:34])=[CH:32][C:15]2[N:16]=[C:17]([C:19]3[CH:20]=[C:21]4[C:25](=[CH:26][CH:27]=3)[N:24]([CH3:28])[C:23](=[O:29])[C:22]4([CH3:30])[CH3:31])[S:18][C:14]=2[C:13]=1[C:35]1[CH:36]=[CH:37][C:38]([Cl:41])=[CH:39][CH:40]=1)[C:7]([OH:9])=[O:8])([CH3:2])([CH3:3])[CH3:4]. The catalyst class is: 14. (6) Reactant: Br[C:2]1[C:3]([F:9])=[C:4]([CH:6]=[CH:7][CH:8]=1)[NH2:5].[CH:10]1(B(O)O)[CH2:12][CH2:11]1.P([O-])([O-])([O-])=O.[K+].[K+].[K+].C1(P(C2CCCCC2)C2CCCCC2)CCCCC1. Product: [CH:10]1([C:2]2[C:3]([F:9])=[C:4]([NH2:5])[CH:6]=[CH:7][CH:8]=2)[CH2:12][CH2:11]1. The catalyst class is: 874.